This data is from Reaction yield outcomes from USPTO patents with 853,638 reactions. The task is: Predict the reaction yield, written as a fraction of the theoretical maximum amount of product (1.0 means a 100% yield; for example, 0.34 means a 34% yield). (1) The reactants are Cl[C:2]1[C:11]2[C:6](=[CH:7][C:8]([O:12][CH3:13])=[CH:9][CH:10]=2)[N:5]=[CH:4][C:3]=1[C:14]([O:16][CH2:17][CH3:18])=[O:15]. The catalyst is C(O)(=O)C.[Pd]. The product is [CH2:17]([O:16][C:14]([C:3]1[CH:4]=[N:5][C:6]2[C:11]([CH:2]=1)=[CH:10][CH:9]=[C:8]([O:12][CH3:13])[CH:7]=2)=[O:15])[CH3:18]. The yield is 0.880. (2) The product is [CH3:19][C:13]([S:9][C:5]1[CH:6]=[CH:7][CH:8]=[C:3]([C:2]([F:1])([F:10])[F:11])[CH:4]=1)([CH3:20])[C:14]([O:16][CH2:17][CH3:18])=[O:15]. The reactants are [F:1][C:2]([F:11])([F:10])[C:3]1[CH:4]=[C:5]([SH:9])[CH:6]=[CH:7][CH:8]=1.Br[C:13]([CH3:20])([CH3:19])[C:14]([O:16][CH2:17][CH3:18])=[O:15].C([O-])([O-])=O.[K+].[K+]. The catalyst is CC#N. The yield is 0.850. (3) The reactants are [C:12]([O:11][C:9](O[C:9]([O:11][C:12]([CH3:15])([CH3:14])[CH3:13])=[O:10])=[O:10])([CH3:15])([CH3:14])[CH3:13].[CH3:16][C:17]1([CH3:24])[C:22](=[O:23])[CH2:21][CH2:20][NH:19][CH2:18]1.C(N(CC)CC)C. The catalyst is ClCCl. The product is [C:12]([O:11][C:9]([N:19]1[CH2:20][CH2:21][C:22](=[O:23])[C:17]([CH3:24])([CH3:16])[CH2:18]1)=[O:10])([CH3:13])([CH3:14])[CH3:15]. The yield is 0.760. (4) The reactants are [O:1]1[CH2:5][CH2:4][O:3][CH:2]1[C:6]1[CH:22]=[CH:21][C:9]([O:10][Si](C(C)C)(C(C)C)C(C)C)=[C:8]([F:23])[CH:7]=1.[F-].C([N+](CCCC)(CCCC)CCCC)CCC.CCCCCCC.C(OCC)(=O)C. The catalyst is C1COCC1.ClCCl. The product is [O:1]1[CH2:5][CH2:4][O:3][CH:2]1[C:6]1[CH:22]=[CH:21][C:9]([OH:10])=[C:8]([F:23])[CH:7]=1. The yield is 0.520. (5) The reactants are [C:1]([C:4]1[CH:5]=[CH:6][C:7]2[N:8]([C:10]([CH2:13][NH:14][C:15](=[O:21])[O:16][C:17]([CH3:20])([CH3:19])[CH3:18])=[N:11][N:12]=2)[N:9]=1)(=[O:3])[NH2:2].C([O:26]C(CC1N2N=C(C(O)=O)C=CC2=NN=1)=O)(C)(C)C.CN(C(ON1N=NC2C=CC=NC1=2)=[N+](C)C)C.F[P-](F)(F)(F)(F)F.C(N(CC)CC)C. The catalyst is CN(C=O)C. The product is [CH3:1][OH:3].[NH4+:2].[OH-:26].[C:1]([C:4]1[CH:5]=[CH:6][C:7]2[N:8]([C:10]([CH2:13][NH:14][C:15](=[O:21])[O:16][C:17]([CH3:19])([CH3:18])[CH3:20])=[N:11][N:12]=2)[N:9]=1)(=[O:3])[NH2:2]. The yield is 0.0100. (6) The reactants are [C:1]1([Mg]Br)[CH:6]=[CH:5][CH:4]=[CH:3][CH:2]=1.[CH2:9]([O:16][C:17]([N:19]1[CH2:24][CH2:23][CH2:22][C:21](=[O:25])[CH2:20]1)=[O:18])[C:10]1[CH:15]=[CH:14][CH:13]=[CH:12][CH:11]=1. The catalyst is C1COCC1. The product is [CH2:9]([O:16][C:17]([N:19]1[CH2:24][CH2:23][CH2:22][C:21]([OH:25])([C:1]2[CH:6]=[CH:5][CH:4]=[CH:3][CH:2]=2)[CH2:20]1)=[O:18])[C:10]1[CH:15]=[CH:14][CH:13]=[CH:12][CH:11]=1. The yield is 0.300. (7) The reactants are [O:1]([C:8]1[CH:13]=[CH:12][C:11]([OH:14])=[CH:10][CH:9]=1)[C:2]1[CH:7]=[CH:6][CH:5]=[CH:4][CH:3]=1.C1COCC1.[OH-].[Na+].C([O:29][C:30]1[CH:31]=[C:32](Br)[CH:33]=[CH:34][CH:35]=1)C1C=CC=CC=1. The catalyst is N1C=CC=CC=1.O. The product is [O:1]([C:8]1[CH:9]=[CH:10][C:11]([O:14][C:34]2[CH:35]=[C:30]([OH:29])[CH:31]=[CH:32][CH:33]=2)=[CH:12][CH:13]=1)[C:2]1[CH:7]=[CH:6][CH:5]=[CH:4][CH:3]=1. The yield is 0.720.